Dataset: Catalyst prediction with 721,799 reactions and 888 catalyst types from USPTO. Task: Predict which catalyst facilitates the given reaction. (1) Product: [Cl:1][C:2]1[S:6][C:5]([C:7]([N:9]([CH:11]2[CH2:12][CH2:13][CH2:14][CH2:15][CH2:16]2)[CH3:10])=[O:8])=[CH:4][C:3]=1[N:17]1[C:26](=[O:27])[C:25]2[C:20](=[CH:21][CH:22]=[CH:23][C:24]=2[CH2:28][OH:29])[NH:19][C:18]1=[O:30]. Reactant: [Cl:1][C:2]1[S:6][C:5]([C:7]([N:9]([CH:11]2[CH2:16][CH2:15][CH2:14][CH2:13][CH2:12]2)[CH3:10])=[O:8])=[CH:4][C:3]=1[N:17]1[C:26](=[O:27])[C:25]2[C:20](=[CH:21][CH:22]=[CH:23][C:24]=2[CH:28]=[O:29])[NH:19][C:18]1=[O:30].[BH4-].[Na+].O. The catalyst class is: 1. (2) Reactant: [Cl:1][C:2]1[CH:3]=[N:4][CH:5]=[CH:6][C:7]=1[N:8]1[CH:12]=[CH:11][CH:10]=[C:9]1[CH:13]=[O:14].[Br:15]N1C(=O)CCC1=O.O. Product: [Br:15][C:11]1[CH:10]=[C:9]([CH:13]=[O:14])[N:8]([C:7]2[CH:6]=[CH:5][N:4]=[CH:3][C:2]=2[Cl:1])[CH:12]=1. The catalyst class is: 9. (3) Reactant: [Cl:1][C:2]1[CH:7]=[C:6]([Cl:8])[CH:5]=[CH:4][C:3]=1[CH:9]=[CH:10][C:11]([OH:13])=O.[CH3:14][C:15]1[N:19]([CH3:20])[C:18]([C:21]2[CH:22]=[C:23]([CH:25]=[CH:26][CH:27]=2)[NH2:24])=[CH:17][N:16]=1. Product: [Cl:1][C:2]1[CH:7]=[C:6]([Cl:8])[CH:5]=[CH:4][C:3]=1/[CH:9]=[CH:10]/[C:11]([NH:24][C:23]1[CH:25]=[CH:26][CH:27]=[C:21]([C:18]2[N:19]([CH3:20])[C:15]([CH3:14])=[N:16][CH:17]=2)[CH:22]=1)=[O:13]. The catalyst class is: 675. (4) Reactant: [F:1][C:2]1[C:15]([CH2:16][N:17]2[CH2:21][CH2:20][CH2:19][CH2:18]2)=[CH:14][CH:13]=[CH:12][C:3]=1[O:4][C@H:5]1[CH2:8][C@H:7]([CH2:9][NH:10][CH3:11])[CH2:6]1.C(N(CC)CC)C.[CH3:29][C:30]1[C:34]([C:35]([Cl:37])=[O:36])=[C:33]([CH3:38])[O:32][N:31]=1.C([O-])([O-])=O.[K+].[K+]. Product: [ClH:37].[F:1][C:2]1[C:15]([CH2:16][N:17]2[CH2:21][CH2:20][CH2:19][CH2:18]2)=[CH:14][CH:13]=[CH:12][C:3]=1[O:4][C@H:5]1[CH2:8][C@H:7]([CH2:9][N:10]([CH3:11])[C:35]([C:34]2[C:30]([CH3:29])=[N:31][O:32][C:33]=2[CH3:38])=[O:36])[CH2:6]1. The catalyst class is: 2. (5) Reactant: [F:1][C:2]1[CH:29]=[CH:28][CH:27]=[CH:26][C:3]=1[CH2:4][N:5]1[C:9]2=[N:10][CH:11]=[CH:12][CH:13]=[C:8]2[C:7]([C:14]2[N:22]=[C:21]3[C:17]([NH:18][C:19]([S:23][CH3:24])=[N:20]3)=[C:16]([NH2:25])[N:15]=2)=[N:6]1.[C:30](=O)([O-])[O-].[K+].[K+].IC. Product: [F:1][C:2]1[CH:29]=[CH:28][CH:27]=[CH:26][C:3]=1[CH2:4][N:5]1[C:9]2=[N:10][CH:11]=[CH:12][CH:13]=[C:8]2[C:7]([C:14]2[N:22]=[C:21]3[C:17]([N:18]=[C:19]([S:23][CH3:24])[N:20]3[CH3:30])=[C:16]([NH2:25])[N:15]=2)=[N:6]1. The catalyst class is: 9. (6) Reactant: [CH3:13][C:12]([O:11][C:9](O[C:9]([O:11][C:12]([CH3:15])([CH3:14])[CH3:13])=[O:10])=[O:10])([CH3:15])[CH3:14].[OH-].[Na+].[NH2:18][C:19]1[CH:20]=[C:21]2[C:26](=[CH:27][CH:28]=1)[CH:25]=[C:24]([C:29]([OH:31])=[O:30])[CH:23]=[CH:22]2. Product: [C:12]([O:11][C:9]([NH:18][C:19]1[CH:20]=[C:21]2[C:26](=[CH:27][CH:28]=1)[CH:25]=[C:24]([C:29]([OH:31])=[O:30])[CH:23]=[CH:22]2)=[O:10])([CH3:13])([CH3:14])[CH3:15]. The catalyst class is: 664. (7) Reactant: [F:1][C:2]1([F:23])[CH2:7][CH2:6][C:5]([CH2:9][NH:10][C:11]([C:13]2[C:21]3[C:16](=[N:17][CH:18]=[CH:19][C:20]=3[Cl:22])[NH:15][CH:14]=2)=[O:12])([OH:8])[CH2:4][CH2:3]1.[CH3:24][O:25][CH2:26][CH2:27]O.C(P(=CC#N)(CCCC)CCCC)CCC. Product: [Cl:22][C:20]1[CH:19]=[CH:18][N:17]=[C:16]2[N:15]([CH2:27][CH2:26][O:25][CH3:24])[CH:14]=[C:13]([C:11]([NH:10][CH2:9][C:5]3([OH:8])[CH2:6][CH2:7][C:2]([F:1])([F:23])[CH2:3][CH2:4]3)=[O:12])[C:21]=12. The catalyst class is: 11. (8) Reactant: [Cl:1][C:2]([Cl:32])([Cl:31])[CH2:3][O:4][C:5](=[O:30])[N:6]([CH2:10][C:11]([NH:22]C(OC(C)(C)C)=O)([C:15]1[CH:20]=[CH:19][CH:18]=[CH:17][C:16]=1[F:21])[CH:12]([F:14])[F:13])[CH2:7][C:8]#[N:9].Cl. Product: [Cl:32][C:2]([Cl:31])([Cl:1])[CH2:3][O:4][C:5]([N:6]1[CH2:7][C:8]([NH2:9])=[N:22][C:11]([CH:12]([F:13])[F:14])([C:15]2[CH:20]=[CH:19][CH:18]=[CH:17][C:16]=2[F:21])[CH2:10]1)=[O:30]. The catalyst class is: 135. (9) Reactant: [Si:1]([O:8][CH2:9][C:10]1([CH3:38])[S:16][CH2:15][CH2:14][N:13]2[C:17]([C:20]3([C:23]4[CH:28]=[CH:27][C:26](B5OC(C)(C)C(C)(C)O5)=[CH:25][CH:24]=4)[CH2:22][CH2:21]3)=[N:18][N:19]=[C:12]2[CH2:11]1)([C:4]([CH3:7])([CH3:6])[CH3:5])([CH3:3])[CH3:2].Cl[C:40]1[N:41]=[N:42][C:43]([CH3:46])=[CH:44][CH:45]=1.C(=O)([O-])[O-].[K+].[K+].C(=O)([O-])O.[Na+]. Product: [Si:1]([O:8][CH2:9][C:10]1([CH3:38])[S:16][CH2:15][CH2:14][N:13]2[C:17]([C:20]3([C:23]4[CH:28]=[CH:27][C:26]([C:40]5[N:41]=[N:42][C:43]([CH3:46])=[CH:44][CH:45]=5)=[CH:25][CH:24]=4)[CH2:22][CH2:21]3)=[N:18][N:19]=[C:12]2[CH2:11]1)([C:4]([CH3:7])([CH3:5])[CH3:6])([CH3:3])[CH3:2]. The catalyst class is: 437. (10) Reactant: [CH2:1](Br)[CH3:2].[OH:4][C:5]1[CH:14]=[C:13]2[C:8]([N:9]=[CH:10][C:11]([O:15][CH2:16][CH2:17][N:18]3[CH2:23][CH2:22][CH:21]([NH:24][C:25]([C:27]4[CH:28]=[CH:29][C:30]5[S:35][CH2:34][C:33](=[O:36])[NH:32][C:31]=5[CH:37]=4)=[O:26])[CH2:20][CH2:19]3)=[N:12]2)=[CH:7][CH:6]=1.C(=O)([O-])[O-].[K+].[K+]. Product: [CH2:1]([O:4][C:5]1[CH:14]=[C:13]2[C:8]([N:9]=[CH:10][C:11]([O:15][CH2:16][CH2:17][N:18]3[CH2:23][CH2:22][CH:21]([NH:24][C:25]([C:27]4[CH:28]=[CH:29][C:30]5[S:35][CH2:34][C:33](=[O:36])[NH:32][C:31]=5[CH:37]=4)=[O:26])[CH2:20][CH2:19]3)=[N:12]2)=[CH:7][CH:6]=1)[CH3:2]. The catalyst class is: 9.